From a dataset of Forward reaction prediction with 1.9M reactions from USPTO patents (1976-2016). Predict the product of the given reaction. (1) Given the reactants C([SnH](CCCC)CCCC)CCC.Br[CH:15]1[CH2:20][CH2:19][CH2:18][CH2:17][CH:16]1[OH:21].[C:22]([O:30][CH:31]1[CH2:36][C:35]([CH3:38])([CH3:37])[N:34]([OH:39])[C:33]([CH3:41])([CH3:40])[CH2:32]1)(=[O:29])[C:23]1[CH:28]=[CH:27][CH:26]=[CH:25][CH:24]=1.CCCCCCC, predict the reaction product. The product is: [C:22]([O:30][CH:31]1[CH2:32][C:33]([CH3:40])([CH3:41])[N:34]([O:39][CH:15]2[CH2:20][CH2:19][CH2:18][CH2:17][CH:16]2[OH:21])[C:35]([CH3:38])([CH3:37])[CH2:36]1)(=[O:29])[C:23]1[CH:24]=[CH:25][CH:26]=[CH:27][CH:28]=1. (2) The product is: [F:8][C:6]1[CH:5]=[CH:4][C:3](/[CH:9]=[CH:10]/[C:11]2[CH:16]=[CH:15][C:14]([S:17]([C:20]3[CH:25]=[CH:24][CH:23]=[CH:22][C:21]=3[C:26]([OH:28])([CH3:29])[CH3:27])(=[O:18])=[O:19])=[CH:13][CH:12]=2)=[CH:2][CH:7]=1. Given the reactants F[C:2]1[CH:7]=[C:6]([F:8])[CH:5]=[CH:4][C:3]=1/[CH:9]=[CH:10]/[C:11]1[CH:16]=[CH:15][C:14]([S:17]([C:20]2[CH:25]=[CH:24][CH:23]=[CH:22][C:21]=2[C:26](=[O:28])[CH3:27])(=[O:19])=[O:18])=[CH:13][CH:12]=1.[CH3:29][Mg]Br, predict the reaction product. (3) The product is: [N:17]1[CH:18]=[CH:19][CH:20]=[CH:21][C:16]=1[C:11]1[C:12]2[NH:13][C:14]3[C:5](=[CH:4][CH:3]=[CH:2][CH:1]=3)[O:6][C:7]=2[CH:8]=[CH:9][CH:10]=1. Given the reactants [CH:1]1[C:14]2[NH:13][C:12]3[C:7](=[CH:8][CH:9]=[CH:10][CH:11]=3)[O:6][C:5]=2[CH:4]=[CH:3][CH:2]=1.I[C:16]1[CH:21]=[CH:20][CH:19]=[CH:18][N:17]=1.C(=O)([O-])[O-].[K+].[K+].C1OCCOCCOCCOCCOCCOC1, predict the reaction product.